Dataset: Forward reaction prediction with 1.9M reactions from USPTO patents (1976-2016). Task: Predict the product of the given reaction. Given the reactants O[C:2]1[C:3]([NH:8][C:9](=[O:13])[O:10]CC)=[N:4][CH:5]=[CH:6][CH:7]=1.CCOC(C)=O.CCCCCC, predict the reaction product. The product is: [O:13]1[C:2]2[C:3](=[N:4][CH:5]=[CH:6][CH:7]=2)[NH:8][C:9]1=[O:10].